Predict the product of the given reaction. From a dataset of Forward reaction prediction with 1.9M reactions from USPTO patents (1976-2016). (1) Given the reactants [O:1]=[O+][O-].C=[C:5]1[CH2:24][CH:8]2[C:9](=[O:23])[N:10]([C:12]3[CH:17]=[CH:16][C:15]([O:18][C:19]([F:22])([F:21])[F:20])=[CH:14][CH:13]=3)[CH2:11][CH:7]2[CH2:6]1, predict the reaction product. The product is: [F:20][C:19]([F:21])([F:22])[O:18][C:15]1[CH:16]=[CH:17][C:12]([N:10]2[CH2:11][CH:7]3[CH2:6][C:5](=[O:1])[CH2:24][CH:8]3[C:9]2=[O:23])=[CH:13][CH:14]=1. (2) Given the reactants CS([O:5][CH2:6][C:7]1[CH:12]=[CH:11][C:10]([CH:13]2[CH2:18][CH2:17][N:16]([C:19]([O:21][C:22]([CH3:25])([CH3:24])[CH3:23])=[O:20])[CH2:15][CH2:14]2)=[CH:9][N:8]=1)(=O)=O.[S:26]([C:30]1[CH:35]=[CH:34][C:33]([O-])=[CH:32][CH:31]=1)(=[O:29])(=[O:28])[NH2:27].[K+].[Cl-].[NH4+], predict the reaction product. The product is: [S:26]([C:30]1[CH:35]=[CH:34][C:33]([O:5][CH2:6][C:7]2[CH:12]=[CH:11][C:10]([CH:13]3[CH2:14][CH2:15][N:16]([C:19]([O:21][C:22]([CH3:25])([CH3:24])[CH3:23])=[O:20])[CH2:17][CH2:18]3)=[CH:9][N:8]=2)=[CH:32][CH:31]=1)(=[O:29])(=[O:28])[NH2:27]. (3) Given the reactants [F:1][C:2]1[CH:27]=[CH:26][CH:25]=[C:24]([F:28])[C:3]=1[C:4]([NH:6][C:7]1[CH:11]=[CH:10][N:9]([CH2:12][C:13]2[CH:18]=[CH:17][C:16]([OH:19])=[CH:15][C:14]=2[C:20]([F:23])([F:22])[F:21])[N:8]=1)=[O:5].[CH3:29]C(C)([O-])C.[K+].CI, predict the reaction product. The product is: [F:28][C:24]1[CH:25]=[CH:26][CH:27]=[C:2]([F:1])[C:3]=1[C:4]([NH:6][C:7]1[CH:11]=[CH:10][N:9]([CH2:12][C:13]2[CH:18]=[CH:17][C:16]([O:19][CH3:29])=[CH:15][C:14]=2[C:20]([F:23])([F:21])[F:22])[N:8]=1)=[O:5]. (4) Given the reactants Cl[C:2]1[N:7]=[N:6][C:5]([C:8]([NH2:10])=[O:9])=[C:4]([NH:11][C:12]2[CH:17]=[CH:16][C:15]([O:18][CH3:19])=[C:14]([CH:20]([CH3:22])[CH3:21])[N:13]=2)[CH:3]=1.[CH2:23]([NH2:26])[CH2:24][NH2:25], predict the reaction product. The product is: [NH2:25][CH2:24][CH2:23][NH:26][C:2]1[N:7]=[N:6][C:5]([C:8]([NH2:10])=[O:9])=[C:4]([NH:11][C:12]2[CH:17]=[CH:16][C:15]([O:18][CH3:19])=[C:14]([CH:20]([CH3:22])[CH3:21])[N:13]=2)[CH:3]=1. (5) Given the reactants C(Cl)(=O)C(Cl)=O.CS(C)=O.[O:11]1[C:15]2[CH:16]=[CH:17][CH:18]=[C:19]([C:20]([CH3:31])([CH3:30])[CH2:21][C:22]([OH:29])([C:25]([F:28])([F:27])[F:26])[CH2:23][OH:24])[C:14]=2[O:13][CH2:12]1.C(N(CC)CC)C, predict the reaction product. The product is: [O:11]1[C:15]2[CH:16]=[CH:17][CH:18]=[C:19]([C:20]([CH3:31])([CH3:30])[CH2:21][C:22]([OH:29])([C:25]([F:28])([F:27])[F:26])[CH:23]=[O:24])[C:14]=2[O:13][CH2:12]1.